Dataset: Full USPTO retrosynthesis dataset with 1.9M reactions from patents (1976-2016). Task: Predict the reactants needed to synthesize the given product. Given the product [CH3:22][C:19]1[CH:20]=[CH:21][C:16]([C:2]2[C:3]([C:4]([O:6][C:7]([CH3:10])([CH3:9])[CH3:8])=[O:5])=[CH:11][CH:12]=[CH:13][CH:14]=2)=[CH:17][CH:18]=1, predict the reactants needed to synthesize it. The reactants are: Br[C:2]1[CH:14]=[CH:13][CH:12]=[CH:11][C:3]=1[C:4]([O:6][C:7]([CH3:10])([CH3:9])[CH3:8])=[O:5].B(O)(O)[C:16]1[CH:17]=[CH:18][C:19]([CH3:22])=[CH:20][CH:21]=1.C(=O)([O-])[O-].[K+].[K+].O1CCOCC1.